From a dataset of Full USPTO retrosynthesis dataset with 1.9M reactions from patents (1976-2016). Predict the reactants needed to synthesize the given product. (1) Given the product [Cl:60][C:58]1[CH:57]=[CH:56][C:55]([S:61]([CH2:64][CH3:65])(=[O:63])=[O:62])=[C:54]([CH:59]=1)[CH2:53][NH:52][C:4](=[O:31])[C:5]1[CH:10]=[CH:9][C:8]([CH2:11][N:12]2[CH2:17][CH2:16][CH2:15][C@H:14]([NH:18][CH3:19])[CH2:13]2)=[C:7]([C:27]([F:30])([F:29])[F:28])[CH:6]=1, predict the reactants needed to synthesize it. The reactants are: C(O[C:4](=[O:31])[C:5]1[CH:10]=[CH:9][C:8]([CH2:11][N:12]2[CH2:17][CH2:16][CH2:15][C@H:14]([N:18](C(OC(C)(C)C)=O)[CH3:19])[CH2:13]2)=[C:7]([C:27]([F:30])([F:29])[F:28])[CH:6]=1)C.C(OC(=O)N[C@@H]1CCN(CC2C=CC(C(=O)[NH:52][CH2:53][C:54]3[CH:59]=[C:58]([Cl:60])[CH:57]=[CH:56][C:55]=3[S:61]([CH2:64][CH3:65])(=[O:63])=[O:62])=CC=2C(F)(F)F)C1)(C)(C)C. (2) Given the product [CH3:17][C:14]1[CH:15]=[CH:16][C:9]2[NH:8][C:7](=[O:18])[CH2:6][C:5]3[CH:4]=[N:24][C:20]([CH2:21][CH2:22][CH3:23])=[N:25][C:11]=3[C:10]=2[CH:13]=1, predict the reactants needed to synthesize it. The reactants are: CN([CH:4]=[C:5]1[C:11](=O)[C:10]2[CH:13]=[C:14]([CH3:17])[CH:15]=[CH:16][C:9]=2[NH:8][C:7](=[O:18])[CH2:6]1)C.Cl.[C:20]([NH2:25])(=[NH:24])[CH2:21][CH2:22][CH3:23]. (3) Given the product [Cl:19][C:18]1[C:10]([NH:9][C:2]2[CH:7]=[N:6][CH:5]=[C:4]([Cl:8])[N:3]=2)=[CH:11][C:12]([O:20][CH3:21])=[C:13]([CH:17]=1)[C:14]([OH:16])=[O:15], predict the reactants needed to synthesize it. The reactants are: Cl[C:2]1[CH:7]=[N:6][CH:5]=[C:4]([Cl:8])[N:3]=1.[NH2:9][C:10]1[C:18]([Cl:19])=[CH:17][C:13]([C:14]([OH:16])=[O:15])=[C:12]([O:20][CH3:21])[CH:11]=1.CC([O-])(C)C.[Na+].CC1(C)C2C(=C(P(C3C=CC=CC=3)C3C=CC=CC=3)C=CC=2)OC2C(P(C3C=CC=CC=3)C3C=CC=CC=3)=CC=CC1=2. (4) Given the product [Cl:48][C:44]1[CH:43]=[C:42]([NH:41][C:30]([NH:21][C:16]2[CH:17]=[C:18]3[C:13](=[CH:14][CH:15]=2)[N:12]=[C:11]([NH:10][C@H:1]2[C:9]4[C:4](=[CH:5][CH:6]=[CH:7][CH:8]=4)[CH2:3][CH2:2]2)[CH:20]=[CH:19]3)=[O:32])[CH:47]=[CH:46][N:45]=1, predict the reactants needed to synthesize it. The reactants are: [C@H:1]1([NH:10][C:11]2[CH:20]=[CH:19][C:18]3[C:13](=[CH:14][CH:15]=[C:16]([NH2:21])[CH:17]=3)[N:12]=2)[C:9]2[C:4](=[CH:5][CH:6]=[CH:7][CH:8]=2)[CH2:3][CH2:2]1.C(N(CC)CC)C.Cl[C:30](Cl)([O:32]C(=O)OC(Cl)(Cl)Cl)Cl.[NH2:41][C:42]1[CH:47]=[CH:46][N:45]=[C:44]([Cl:48])[CH:43]=1. (5) Given the product [Cl:18][C:5]1[C:4]2[C:9](=[CH:10][CH:11]=[C:2]([Cl:1])[CH:3]=2)[N:8]=[CH:7][C:6]=1[N+:12]([O-:14])=[O:13], predict the reactants needed to synthesize it. The reactants are: [Cl:1][C:2]1[CH:3]=[C:4]2[C:9](=[CH:10][CH:11]=1)[N:8]=[CH:7][C:6]([N+:12]([O-:14])=[O:13])=[C:5]2O.O=P(Cl)(Cl)[Cl:18]. (6) Given the product [Cl:1][C:2]1[CH:7]=[CH:6][C:5]([S:8]([CH:11]([C:18]2[C:23]([F:24])=[CH:22][CH:21]=[C:20]([F:25])[C:19]=2[F:26])[CH2:12][CH2:13][CH2:14][CH2:15][CH:16]2[CH2:17][O:32]2)(=[O:10])=[O:9])=[CH:4][CH:3]=1, predict the reactants needed to synthesize it. The reactants are: [Cl:1][C:2]1[CH:7]=[CH:6][C:5]([S:8]([CH:11]([C:18]2[C:23]([F:24])=[CH:22][CH:21]=[C:20]([F:25])[C:19]=2[F:26])[CH2:12][CH2:13][CH2:14][CH2:15][CH:16]=[CH2:17])(=[O:10])=[O:9])=[CH:4][CH:3]=1.ClC1C=C(C=CC=1)C(OO)=[O:32].[O-]S([O-])(=S)=O.[Na+].[Na+]. (7) Given the product [ClH:17].[CH3:1][O:2][C:3]1[CH:8]=[C:7]([O:9][CH2:10][CH2:11][O:12][CH3:13])[CH:6]=[CH:5][C:4]=1[NH2:14], predict the reactants needed to synthesize it. The reactants are: [CH3:1][O:2][C:3]1[CH:8]=[C:7]([O:9][CH2:10][CH2:11][O:12][CH3:13])[CH:6]=[CH:5][C:4]=1[N+:14]([O-])=O.[ClH:17].